The task is: Predict the reactants needed to synthesize the given product.. This data is from Retrosynthesis with 50K atom-mapped reactions and 10 reaction types from USPTO. Given the product Cc1c(Cl)ccc(N)c1Cl, predict the reactants needed to synthesize it. The reactants are: Cc1c(Cl)ccc([N+](=O)[O-])c1Cl.